This data is from Forward reaction prediction with 1.9M reactions from USPTO patents (1976-2016). The task is: Predict the product of the given reaction. (1) Given the reactants O[CH:2]=[C:3]1[C:11]2[C:6](=[CH:7][C:8]([C:12]([C:14]3[CH:15]=[C:16]([NH:20][C:21]([C:23]4[C:24]([CH3:30])=[N:25][N:26]([CH2:28][CH3:29])[CH:27]=4)=[O:22])[CH:17]=[CH:18][CH:19]=3)=[O:13])=[CH:9][CH:10]=2)[NH:5][C:4]1=[O:31].[CH3:32][N:33]1[CH2:38][CH2:37][N:36]([C:39]2[CH:44]=[CH:43][C:42]([NH2:45])=[CH:41][CH:40]=2)[CH2:35][CH2:34]1, predict the reaction product. The product is: [CH3:32][N:33]1[CH2:34][CH2:35][N:36]([C:39]2[CH:44]=[CH:43][C:42]([NH:45][CH:2]=[C:3]3[C:11]4[C:6](=[CH:7][C:8]([C:12]([C:14]5[CH:15]=[C:16]([NH:20][C:21]([C:23]6[C:24]([CH3:30])=[N:25][N:26]([CH2:28][CH3:29])[CH:27]=6)=[O:22])[CH:17]=[CH:18][CH:19]=5)=[O:13])=[CH:9][CH:10]=4)[NH:5][C:4]3=[O:31])=[CH:41][CH:40]=2)[CH2:37][CH2:38]1. (2) Given the reactants Br[C:2]1[CH:19]=[CH:18][C:5]2[CH2:6][N:7]([C:11]([O:13][C:14]([CH3:17])([CH3:16])[CH3:15])=[O:12])[CH2:8][CH2:9][O:10][C:4]=2[CH:3]=1.[C:20]1(B(O)O)[CH:25]=[CH:24][CH:23]=[CH:22][CH:21]=1.O, predict the reaction product. The product is: [C:20]1([C:2]2[CH:19]=[CH:18][C:5]3[CH2:6][N:7]([C:11]([O:13][C:14]([CH3:17])([CH3:16])[CH3:15])=[O:12])[CH2:8][CH2:9][O:10][C:4]=3[CH:3]=2)[CH:25]=[CH:24][CH:23]=[CH:22][CH:21]=1. (3) Given the reactants [S:1]1[C:5]2[CH:6]=[C:7]([C:10]#[C:11][CH2:12][N:13]3[C:21](=[O:22])[C:20]4[C:15](=[CH:16][CH:17]=[CH:18][CH:19]=4)[C:14]3=[O:23])[CH:8]=[CH:9][C:4]=2[N:3]=[CH:2]1.FC(F)(F)C(C1C=CC(C#CCN2C(=O)C3C(=CC=CC=3)C2=O)=CC=1)O, predict the reaction product. The product is: [S:1]1[C:5]2[CH:6]=[C:7]([CH2:10][CH2:11][CH2:12][N:13]3[C:14](=[O:23])[C:15]4[C:20](=[CH:19][CH:18]=[CH:17][CH:16]=4)[C:21]3=[O:22])[CH:8]=[CH:9][C:4]=2[N:3]=[CH:2]1.